From a dataset of Forward reaction prediction with 1.9M reactions from USPTO patents (1976-2016). Predict the product of the given reaction. (1) Given the reactants [CH3:1][O:2][C:3](=[O:34])[C:4]1[CH:9]=[C:8]([CH2:10][C@H:11]2[C@H:19]3[C@@H:15]([N:16]([CH2:21][C:22]4[CH:27]=[CH:26][CH:25]=[C:24]([CH:28]([CH3:30])[CH3:29])[CH:23]=4)[C:17](=[O:20])[O:18]3)[CH2:14][S:13](=[O:32])(=[O:31])[CH2:12]2)[CH:7]=[CH:6][C:5]=1[OH:33].[F:35][C:36]([F:49])([F:48])[S:37](O[S:37]([C:36]([F:49])([F:48])[F:35])(=[O:39])=[O:38])(=[O:39])=[O:38].Cl, predict the reaction product. The product is: [CH3:1][O:2][C:3](=[O:34])[C:4]1[CH:9]=[C:8]([CH2:10][C@H:11]2[C@H:19]3[C@@H:15]([N:16]([CH2:21][C:22]4[CH:27]=[CH:26][CH:25]=[C:24]([CH:28]([CH3:30])[CH3:29])[CH:23]=4)[C:17](=[O:20])[O:18]3)[CH2:14][S:13](=[O:31])(=[O:32])[CH2:12]2)[CH:7]=[CH:6][C:5]=1[O:33][S:37]([C:36]([F:49])([F:48])[F:35])(=[O:39])=[O:38]. (2) Given the reactants [CH2:1]([C:4]1[C:10]([OH:11])=[CH:9][CH:8]=[CH:7][C:5]=1[OH:6])[CH2:2][CH3:3].[C:12]([O-])([O-])=O.[K+].[K+].IC.Cl, predict the reaction product. The product is: [CH3:12][O:11][C:10]1[C:4]([CH2:1][CH2:2][CH3:3])=[C:5]([OH:6])[CH:7]=[CH:8][CH:9]=1. (3) Given the reactants [CH:1]([N-]C(C)C)([CH3:3])[CH3:2].[Li+].[CH3:9][O:10][C:11]([C:13]1([CH:20]([O:27][Si:28]([C:31]([CH3:34])([CH3:33])[CH3:32])([CH3:30])[CH3:29])[CH:21]2[CH2:26][CH2:25][CH2:24][CH2:23][CH2:22]2)[C:17]([CH3:18])=[CH:16][C:15](=[O:19])[NH:14]1)=[O:12].Cl[Si](C)(C)C.C(Br)C=C, predict the reaction product. The product is: [CH3:9][O:10][C:11]([C:13]1([CH:20]([O:27][Si:28]([C:31]([CH3:34])([CH3:33])[CH3:32])([CH3:29])[CH3:30])[CH:21]2[CH2:26][CH2:25][CH2:24][CH2:23][CH2:22]2)[C:17](=[CH2:18])[CH:16]([CH2:3][CH:1]=[CH2:2])[C:15](=[O:19])[NH:14]1)=[O:12].